This data is from Forward reaction prediction with 1.9M reactions from USPTO patents (1976-2016). The task is: Predict the product of the given reaction. (1) Given the reactants [CH3:1][C:2]([CH3:22])([CH3:21])[CH2:3][C:4]([NH:6][C:7]1[C:8]([CH3:20])=[C:9]([CH3:19])[C:10]2[O:14][C:13]([CH3:16])([CH3:15])[C:12](=[O:17])[C:11]=2[CH:18]=1)=[O:5], predict the reaction product. The product is: [OH:17][CH:12]1[C:11]2[CH:18]=[C:7]([NH:6][C:4](=[O:5])[CH2:3][C:2]([CH3:21])([CH3:1])[CH3:22])[C:8]([CH3:20])=[C:9]([CH3:19])[C:10]=2[O:14][C:13]1([CH3:16])[CH3:15]. (2) The product is: [CH2:1]([O:3][C:4]1[CH:11]=[CH:10][C:7]([CH:8]=[CH:9][C:13]2[CH:18]=[CH:17][C:16]([CH2:19][C:20]#[N:21])=[CH:15][CH:14]=2)=[CH:6][CH:5]=1)[CH3:2]. Given the reactants [CH2:1]([O:3][C:4]1[CH:11]=[CH:10][C:7]([CH:8]=[CH2:9])=[CH:6][CH:5]=1)[CH3:2].Br[C:13]1[CH:18]=[CH:17][C:16]([CH2:19][C:20]#[N:21])=[CH:15][CH:14]=1.C1(C)C=CC=CC=1P(C1C=CC=CC=1C)C1C=CC=CC=1C, predict the reaction product. (3) Given the reactants O.[OH-].[Li+].C([O:6][C:7](=[O:33])[CH:8]([O:30][CH2:31][CH3:32])[CH2:9][C:10]1[CH:15]=[CH:14][CH:13]=[C:12]([O:16][CH2:17][CH2:18][C:19]2[CH:24]=[CH:23][C:22]([O:25][S:26]([CH3:29])(=[O:28])=[O:27])=[CH:21][CH:20]=2)[CH:11]=1)C, predict the reaction product. The product is: [CH2:31]([O:30][CH:8]([CH2:9][C:10]1[CH:15]=[CH:14][CH:13]=[C:12]([O:16][CH2:17][CH2:18][C:19]2[CH:24]=[CH:23][C:22]([O:25][S:26]([CH3:29])(=[O:27])=[O:28])=[CH:21][CH:20]=2)[CH:11]=1)[C:7]([OH:33])=[O:6])[CH3:32]. (4) Given the reactants [NH2:1][CH2:2][C:3]1[C:4]([F:23])=[C:5]([O:10][C:11]2[CH:12]=[C:13]([CH:16]=[C:17]([C:19]([F:22])([F:21])[F:20])[CH:18]=2)[C:14]#[N:15])[C:6]([Cl:9])=[CH:7][CH:8]=1.[Cl:24][C:25]1[CH:29]=[CH:28][NH:27][C:26]=1[C:30](O)=[O:31].C(N(C(C)C)CC)(C)C.CN(C(ON1N=NC2C=CC=NC1=2)=[N+](C)C)C.F[P-](F)(F)(F)(F)F, predict the reaction product. The product is: [Cl:24][C:25]1[CH:29]=[CH:28][NH:27][C:26]=1[C:30]([NH:1][CH2:2][C:3]1[CH:8]=[CH:7][C:6]([Cl:9])=[C:5]([O:10][C:11]2[CH:18]=[C:17]([C:19]([F:22])([F:20])[F:21])[CH:16]=[C:13]([C:14]#[N:15])[CH:12]=2)[C:4]=1[F:23])=[O:31]. (5) The product is: [CH2:26]([N:25]1[C:21]2=[N:20][C:16]([CH2:42][O:41][CH3:30])=[C:7]([C:6]([O:5][C:1]([CH3:2])([CH3:3])[CH3:4])=[O:19])[C:8]([C:9]3[CH:10]=[N:11][CH:12]=[C:13]([CH3:15])[CH:14]=3)=[C:22]2[CH:23]=[N:24]1)[CH3:27]. Given the reactants [C:1]([O:5][C:6](=[O:19])[C:7]([CH2:16]OC)=[CH:8][C:9]1[CH:10]=[N:11][CH:12]=[C:13]([CH3:15])[CH:14]=1)([CH3:4])([CH3:3])[CH3:2].[NH2:20][C:21]1[N:25]([CH2:26][CH3:27])[N:24]=[CH:23][CH:22]=1.ClC1[C:30](=[O:41])C(C#N)=C(C#N)C(=O)C=1Cl.[C:42]([O-])(O)=O.[Na+], predict the reaction product. (6) Given the reactants B(Cl)(Cl)[Cl:2].C[O:6][C:7]1[CH:12]=[CH:11][C:10]([C:13]2[CH:20]3[CH:16]([CH2:17][C:18](=[CH2:21])[CH2:19]3)[C:15](=[O:22])[CH:14]=2)=[CH:9][CH:8]=1, predict the reaction product. The product is: [Cl:2][C@:18]1([CH3:21])[CH2:17][C@@H:16]2[C@@H:20]([C:13]([C:10]3[CH:11]=[CH:12][C:7]([OH:6])=[CH:8][CH:9]=3)=[CH:14][C:15]2=[O:22])[CH2:19]1.